Dataset: Catalyst prediction with 721,799 reactions and 888 catalyst types from USPTO. Task: Predict which catalyst facilitates the given reaction. Reactant: [O:1]=[C:2]1[CH2:7][CH2:6][CH:5]([CH2:8][C:9]([O:11][CH3:12])=[O:10])[CH2:4][CH2:3]1.C(C1C=C(C)C=C(C(C)(C)C)N=1)(C)(C)C.[F:28][C:29]([F:42])([F:41])[S:30](O[S:30]([C:29]([F:42])([F:41])[F:28])(=[O:32])=[O:31])(=[O:32])=[O:31]. Product: [F:28][C:29]([F:42])([F:41])[S:30]([O:1][C:2]1[CH2:7][CH2:6][CH:5]([CH2:8][C:9]([O:11][CH3:12])=[O:10])[CH2:4][CH:3]=1)(=[O:32])=[O:31]. The catalyst class is: 4.